Dataset: Peptide-MHC class I binding affinity with 185,985 pairs from IEDB/IMGT. Task: Regression. Given a peptide amino acid sequence and an MHC pseudo amino acid sequence, predict their binding affinity value. This is MHC class I binding data. (1) The peptide sequence is SPKIDRGWV. The MHC is HLA-B46:01 with pseudo-sequence HLA-B46:01. The binding affinity (normalized) is 0.0847. (2) The peptide sequence is MTQTLLIQNA. The MHC is Mamu-B03 with pseudo-sequence Mamu-B03. The binding affinity (normalized) is 0.00354. (3) The peptide sequence is HTSSMRGVY. The MHC is HLA-A24:02 with pseudo-sequence HLA-A24:02. The binding affinity (normalized) is 0. (4) The peptide sequence is LSFKELLVY. The MHC is HLA-A24:02 with pseudo-sequence HLA-A24:02. The binding affinity (normalized) is 0.156. (5) The peptide sequence is ILSEKRKDT. The MHC is HLA-A02:02 with pseudo-sequence HLA-A02:02. The binding affinity (normalized) is 0.239. (6) The peptide sequence is MAILGETAW. The MHC is HLA-B58:01 with pseudo-sequence HLA-B58:01. The binding affinity (normalized) is 0.885. (7) The peptide sequence is TSEHGGRAY. The MHC is HLA-B58:01 with pseudo-sequence HLA-B58:01. The binding affinity (normalized) is 0.0847.